Dataset: Peptide-MHC class I binding affinity with 185,985 pairs from IEDB/IMGT. Task: Regression. Given a peptide amino acid sequence and an MHC pseudo amino acid sequence, predict their binding affinity value. This is MHC class I binding data. (1) The peptide sequence is KLAGRWPI. The MHC is Mamu-B08 with pseudo-sequence Mamu-B08. The binding affinity (normalized) is 0.129. (2) The peptide sequence is KQIGGTLFE. The MHC is HLA-A25:01 with pseudo-sequence HLA-A25:01. The binding affinity (normalized) is 0.0847. (3) The peptide sequence is RLYPFGSYY. The MHC is HLA-B15:42 with pseudo-sequence HLA-B15:42. The binding affinity (normalized) is 0.213. (4) The peptide sequence is YVQMALMKL. The MHC is HLA-A02:01 with pseudo-sequence HLA-A02:01. The binding affinity (normalized) is 0.181. (5) The peptide sequence is REAVESCPL. The MHC is HLA-B40:01 with pseudo-sequence HLA-B40:01. The binding affinity (normalized) is 0.138. (6) The peptide sequence is RQFPTAEEF. The MHC is Mamu-B3901 with pseudo-sequence Mamu-B3901. The binding affinity (normalized) is 0.507. (7) The peptide sequence is VHPVHAGPIA. The MHC is HLA-B58:01 with pseudo-sequence HLA-B58:01. The binding affinity (normalized) is 0.179.